This data is from Forward reaction prediction with 1.9M reactions from USPTO patents (1976-2016). The task is: Predict the product of the given reaction. (1) Given the reactants [C:1]([S:4][CH2:5][C:6]1[CH:11]=[C:10]([N:12]2[CH2:17][CH2:16][O:15][CH2:14][C@@H:13]2[CH3:18])[N:9]=[C:8]([C:19]2[CH:24]=[CH:23][C:22]([NH:25][C:26](=[O:30])[N:27]([CH3:29])[CH3:28])=[CH:21][CH:20]=2)[N:7]=1)(=N)N.BrC[C:33]#[N:34].[OH-].[Na+], predict the reaction product. The product is: [C:33]([CH2:1][S:4][CH2:5][C:6]1[CH:11]=[C:10]([N:12]2[CH2:17][CH2:16][O:15][CH2:14][C@@H:13]2[CH3:18])[N:9]=[C:8]([C:19]2[CH:24]=[CH:23][C:22]([NH:25][C:26](=[O:30])[N:27]([CH3:28])[CH3:29])=[CH:21][CH:20]=2)[N:7]=1)#[N:34]. (2) Given the reactants [CH:1]1([C:4](=[O:41])[CH2:5][O:6][C@H:7]2[CH2:12][CH2:11][C@H:10]([N:13]3[C:18](=[O:19])[C:17]([CH2:20][C:21]4[CH:26]=[CH:25][C:24]([C:27]5[C:28]([C:33]#[N:34])=[CH:29][CH:30]=[CH:31][CH:32]=5)=[CH:23][CH:22]=4)=[C:16]([CH2:35][CH2:36][CH3:37])[N:15]4[N:38]=[CH:39][N:40]=[C:14]34)[CH2:9][CH2:8]2)[CH2:3][CH2:2]1.[BH4-].[Na+].[Cl-].[NH4+], predict the reaction product. The product is: [CH:1]1([CH:4]([OH:41])[CH2:5][O:6][C@H:7]2[CH2:8][CH2:9][C@H:10]([N:13]3[C:18](=[O:19])[C:17]([CH2:20][C:21]4[CH:22]=[CH:23][C:24]([C:27]5[C:28]([C:33]#[N:34])=[CH:29][CH:30]=[CH:31][CH:32]=5)=[CH:25][CH:26]=4)=[C:16]([CH2:35][CH2:36][CH3:37])[N:15]4[N:38]=[CH:39][N:40]=[C:14]34)[CH2:11][CH2:12]2)[CH2:2][CH2:3]1.